This data is from Forward reaction prediction with 1.9M reactions from USPTO patents (1976-2016). The task is: Predict the product of the given reaction. (1) Given the reactants [Cl:1][C:2]1[CH:41]=[C:40]([Cl:42])[CH:39]=[CH:38][C:3]=1[CH2:4][N:5]1[CH2:9][C@H:8]([C:10]2[CH:14]=[CH:13][S:12][CH:11]=2)[C@@H:7]([CH2:15][N:16]2[CH2:21][CH2:20][CH:19]([CH2:22][O:23][CH2:24][CH2:25][CH2:26][N:27]3C(=O)C4=CC=CC=C4C3=O)[CH2:18][CH2:17]2)[CH2:6]1.NN.OS(O)(=O)=O, predict the reaction product. The product is: [Cl:1][C:2]1[CH:41]=[C:40]([Cl:42])[CH:39]=[CH:38][C:3]=1[CH2:4][N:5]1[CH2:9][C@H:8]([C:10]2[CH:14]=[CH:13][S:12][CH:11]=2)[C@@H:7]([CH2:15][N:16]2[CH2:21][CH2:20][CH:19]([CH2:22][O:23][CH2:24][CH2:25][CH2:26][NH2:27])[CH2:18][CH2:17]2)[CH2:6]1. (2) Given the reactants [CH3:1]N(C)S(C1C=C2C(C=CN2)=C(Br)C=1)(=O)=O.[CH3:17][C:18]1[C:23]([N+:24]([O-])=O)=[CH:22][C:21]([C:27]([F:30])([F:29])[F:28])=[CH:20][C:19]=1[N+:31]([O-])=O, predict the reaction product. The product is: [F:28][C:27]([F:30])([F:29])[C:21]1[CH:22]=[C:23]2[C:18]([CH:17]=[CH:1][NH:24]2)=[C:19]([NH2:31])[CH:20]=1. (3) Given the reactants ClC(Cl)(O[C:5](=[O:11])OC(Cl)(Cl)Cl)Cl.[NH2:13][C:14]1[C:15]([F:38])=[C:16]([CH:35]=[CH:36][CH:37]=1)[CH2:17][N:18]1[CH2:23][CH2:22][N:21]([C:24]([O:26][CH2:27][C:28]2[CH:33]=[CH:32][CH:31]=[CH:30][CH:29]=2)=[O:25])[C@H:20]([CH3:34])[CH2:19]1.CCN(C(C)C)C(C)C.[NH2:48][C:49]1[CH:54]=[CH:53][N:52]=[C:51]([CH3:55])[CH:50]=1, predict the reaction product. The product is: [F:38][C:15]1[C:14]([NH:13][C:5]([NH:48][C:49]2[CH:54]=[CH:53][N:52]=[C:51]([CH3:55])[CH:50]=2)=[O:11])=[CH:37][CH:36]=[CH:35][C:16]=1[CH2:17][N:18]1[CH2:23][CH2:22][N:21]([C:24]([O:26][CH2:27][C:28]2[CH:33]=[CH:32][CH:31]=[CH:30][CH:29]=2)=[O:25])[C@H:20]([CH3:34])[CH2:19]1. (4) Given the reactants O=[C:2]([CH2:6][CH3:7])[C:3]([OH:5])=[O:4].S(Cl)(Cl)=O.BrBr.[NH2:14][C:15]([NH2:17])=[S:16].N.[CH3:19]O, predict the reaction product. The product is: [NH2:14][C:15]1[S:16][C:6]([CH3:7])=[C:2]([C:3]([O:5][CH3:19])=[O:4])[N:17]=1. (5) Given the reactants C(OC([N:8]1[CH2:13][CH2:12][CH2:11][CH:10]([C:14](=[O:22])[C:15]2[CH:20]=[CH:19][CH:18]=[C:17]([F:21])[CH:16]=2)[CH2:9]1)=O)(C)(C)C.[ClH:23], predict the reaction product. The product is: [ClH:23].[F:21][C:17]1[CH:16]=[C:15]([CH:20]=[CH:19][CH:18]=1)[C:14]([CH:10]1[CH2:11][CH2:12][CH2:13][NH:8][CH2:9]1)=[O:22]. (6) Given the reactants CCN(C(C)C)C(C)C.[CH3:10][C:11]([O:14][C:15]([NH:17][C:18]([C:21]([OH:23])=O)([CH3:20])[CH3:19])=[O:16])([CH3:13])[CH3:12].[F:24][C:25]1[CH:30]=[CH:29][CH:28]=[CH:27][C:26]=1[CH2:31][C@@H:32]([B:34]1[O:38][CH:37]2[CH2:39][CH:40]3[CH2:43][CH:42]([C:36]2([CH3:46])[O:35]1)[C:41]3([CH3:45])[CH3:44])[NH2:33].CN(C(ON1N=NC2C=CC=CC1=2)=[N+](C)C)C.[B-](F)(F)(F)F, predict the reaction product. The product is: [F:24][C:25]1[CH:30]=[CH:29][CH:28]=[CH:27][C:26]=1[CH2:31][C@H:32]([NH:33][C:21](=[O:23])[C:18]([NH:17][C:15](=[O:16])[O:14][C:11]([CH3:10])([CH3:12])[CH3:13])([CH3:19])[CH3:20])[B:34]1[O:38][CH:37]2[CH2:39][CH:40]3[CH2:43][CH:42]([C:36]2([CH3:46])[O:35]1)[C:41]3([CH3:44])[CH3:45]. (7) Given the reactants [NH2:1][C:2]1[CH:3]=[C:4]2[C:20](=[O:21])[NH:19][N:18]=[CH:17][C:6]3=[C:7]([C:11]4[CH:16]=[CH:15][CH:14]=[CH:13][CH:12]=4)[NH:8][C:9]([CH:10]=1)=[C:5]23.[C:22]1([CH2:28][CH2:29][C:30](O)=[O:31])[CH:27]=[CH:26][CH:25]=[CH:24][CH:23]=1.C(N(CC)CC)C.CN(C(ON1N=NC2C=CC=NC1=2)=[N+](C)C)C.F[P-](F)(F)(F)(F)F, predict the reaction product. The product is: [O:21]=[C:20]1[C:4]2[C:5]3[C:6](=[C:7]([C:11]4[CH:12]=[CH:13][CH:14]=[CH:15][CH:16]=4)[NH:8][C:9]=3[CH:10]=[C:2]([NH:1][C:30](=[O:31])[CH2:29][CH2:28][C:22]3[CH:27]=[CH:26][CH:25]=[CH:24][CH:23]=3)[CH:3]=2)[CH:17]=[N:18][NH:19]1. (8) Given the reactants [CH3:1][O:2][C:3]1[CH:8]=[CH:7][C:6]([OH:9])=[CH:5][C:4]=1[N+:10]([O-:12])=[O:11].C(=O)([O-])[O-].[K+].[K+].Br[CH2:20][CH2:21][Cl:22], predict the reaction product. The product is: [Cl:22][CH2:21][CH2:20][O:9][C:6]1[CH:7]=[CH:8][C:3]([O:2][CH3:1])=[C:4]([N+:10]([O-:12])=[O:11])[CH:5]=1. (9) Given the reactants [NH2:1][C:2]1[CH:3]=[C:4](B(O)O)[CH:5]=[CH:6][CH:7]=1.[N:11]1([CH2:16][C:17]2[CH:18]=[CH:19][C:20](Br)=[N:21][CH:22]=2)[CH:15]=[CH:14][N:13]=[CH:12]1, predict the reaction product. The product is: [N:11]1([CH2:16][C:17]2[CH:18]=[CH:19][C:20]([C:4]3[CH:3]=[C:2]([NH2:1])[CH:7]=[CH:6][CH:5]=3)=[N:21][CH:22]=2)[CH:15]=[CH:14][N:13]=[CH:12]1. (10) Given the reactants [CH2:1]([C:3]([F:33])([CH2:31][CH3:32])[CH2:4][N:5]1[CH2:10][CH2:9][CH:8]([CH2:11][O:12][C:13]2[CH:14]=[CH:15][C:16]([C:19]3[CH:29]=[CH:28][C:22]([C:23]([O:25]CC)=[O:24])=[C:21]([F:30])[CH:20]=3)=[N:17][CH:18]=2)[CH2:7][CH2:6]1)[CH3:2].O[Li].O, predict the reaction product. The product is: [CH2:1]([C:3]([F:33])([CH2:31][CH3:32])[CH2:4][N:5]1[CH2:10][CH2:9][CH:8]([CH2:11][O:12][C:13]2[CH:14]=[CH:15][C:16]([C:19]3[CH:29]=[CH:28][C:22]([C:23]([OH:25])=[O:24])=[C:21]([F:30])[CH:20]=3)=[N:17][CH:18]=2)[CH2:7][CH2:6]1)[CH3:2].